From a dataset of Full USPTO retrosynthesis dataset with 1.9M reactions from patents (1976-2016). Predict the reactants needed to synthesize the given product. The reactants are: [F:1][C:2]([F:45])([F:44])[C:3]1[CH:4]=[C:5]([CH:37]=[C:38]([C:40]([F:43])([F:42])[F:41])[CH:39]=1)[CH2:6][N:7]([CH2:25][C:26]1[CH:31]=[C:30]([O:32][CH3:33])[C:29]([O:34][CH3:35])=[CH:28][C:27]=1Br)[C:8]1[N:13]=[CH:12][C:11]([O:14][CH2:15][CH2:16][CH2:17][C:18]([O:20][C:21]([CH3:24])([CH3:23])[CH3:22])=[O:19])=[CH:10][N:9]=1.[F:46][C:47]1[C:52]([CH:53]([CH3:55])[CH3:54])=[CH:51][C:50](B(O)O)=[C:49]([O:59][CH3:60])[CH:48]=1.C(=O)([O-])[O-].[Cs+].[Cs+].C(OCC)(=O)C. Given the product [F:1][C:2]([F:45])([F:44])[C:3]1[CH:4]=[C:5]([CH:37]=[C:38]([C:40]([F:43])([F:42])[F:41])[CH:39]=1)[CH2:6][N:7]([CH2:25][C:26]1[CH:31]=[C:30]([O:32][CH3:33])[C:29]([O:34][CH3:35])=[CH:28][C:27]=1[C:50]1[CH:51]=[C:52]([CH:53]([CH3:55])[CH3:54])[C:47]([F:46])=[CH:48][C:49]=1[O:59][CH3:60])[C:8]1[N:13]=[CH:12][C:11]([O:14][CH2:15][CH2:16][CH2:17][C:18]([O:20][C:21]([CH3:24])([CH3:23])[CH3:22])=[O:19])=[CH:10][N:9]=1, predict the reactants needed to synthesize it.